Predict the reaction yield, written as a fraction of the theoretical maximum amount of product (1.0 means a 100% yield; for example, 0.34 means a 34% yield). From a dataset of Reaction yield outcomes from USPTO patents with 853,638 reactions. The reactants are [CH3:1][C:2]([CH3:22])([CH3:21])[C:3]#[C:4][C:5]1[CH:10]=[C:9]([N+:11]([O-:13])=[O:12])[C:8]([F:14])=[CH:7][C:6]=1[NH:15]C(=O)CCC.CCCC[N+](CCCC)(CCCC)CCCC.[F-].O. The catalyst is CN(C=O)C. The product is [C:2]([C:3]1[NH:15][C:6]2[C:5]([CH:4]=1)=[CH:10][C:9]([N+:11]([O-:13])=[O:12])=[C:8]([F:14])[CH:7]=2)([CH3:22])([CH3:21])[CH3:1]. The yield is 0.650.